The task is: Predict the reactants needed to synthesize the given product.. This data is from Full USPTO retrosynthesis dataset with 1.9M reactions from patents (1976-2016). (1) Given the product [CH3:2][O:3]/[CH:4]=[C:30]1\[CH2:31][CH2:32][O:33][C:34]2[C:39]\1=[CH:38][CH:37]=[C:36]([C:40]#[N:41])[CH:35]=2, predict the reactants needed to synthesize it. The reactants are: [Cl-].[CH3:2][O:3][CH2:4][P+](C1C=CC=CC=1)(C1C=CC=CC=1)C1C=CC=CC=1.C([Li])CCC.O=[C:30]1[C:39]2[C:34](=[CH:35][C:36]([C:40]#[N:41])=[CH:37][CH:38]=2)[O:33][CH2:32][CH2:31]1. (2) Given the product [F:27][C:28]([F:47])([F:46])[S:29]([O:16][C:13]1[CH:12]=[CH:11][C:10]2[CH2:9][CH2:8][CH:7]([NH:17][C:18]([O:19][CH2:20][CH3:21])=[O:22])[CH:6]([CH2:5][C:4]3[CH:23]=[CH:24][C:25]([Cl:26])=[C:2]([Cl:1])[CH:3]=3)[C:15]=2[CH:14]=1)(=[O:31])=[O:30], predict the reactants needed to synthesize it. The reactants are: [Cl:1][C:2]1[CH:3]=[C:4]([CH:23]=[CH:24][C:25]=1[Cl:26])[CH2:5][CH:6]1[C:15]2[C:10](=[CH:11][CH:12]=[C:13]([OH:16])[CH:14]=2)[CH2:9][CH2:8][CH:7]1[NH:17][C:18](=[O:22])[O:19][CH2:20][CH3:21].[F:27][C:28]([F:47])([F:46])[S:29](N(C1C=CC=CC=1)[S:29]([C:28]([F:47])([F:46])[F:27])(=[O:31])=[O:30])(=[O:31])=[O:30].C(N(CC)CC)C. (3) Given the product [C:23]([O:26][C@@H:27]1[C@@H:39]([O:40][C:41](=[O:43])[CH3:42])[C@H:38]([O:44][C:45](=[O:47])[CH3:46])[C@@H:37]([CH2:48][O:49][C:50](=[O:52])[CH3:51])[O:36][C@H:28]1[O:9][C:7]1[CH:8]=[C:3]([O:2][CH3:1])[CH:4]=[CH:5][C:6]=1[CH2:10][C:11]1[CH:16]=[CH:15][C:14]([CH2:17][CH2:18][O:19][CH2:20][O:21][CH3:22])=[CH:13][CH:12]=1)(=[O:25])[CH3:24], predict the reactants needed to synthesize it. The reactants are: [CH3:1][O:2][C:3]1[CH:4]=[CH:5][C:6]([CH2:10][C:11]2[CH:16]=[CH:15][C:14]([CH2:17][CH2:18][O:19][CH2:20][O:21][CH3:22])=[CH:13][CH:12]=2)=[C:7]([OH:9])[CH:8]=1.[C:23]([O:26][C@@H:27]1[C@@H:39]([O:40][C:41](=[O:43])[CH3:42])[C@H:38]([O:44][C:45](=[O:47])[CH3:46])[C@@H:37]([CH2:48][O:49][C:50](=[O:52])[CH3:51])[O:36][C@@H:28]1OC(=N)C(Cl)(Cl)Cl)(=[O:25])[CH3:24].C(=O)([O-])O.[Na+].